This data is from Forward reaction prediction with 1.9M reactions from USPTO patents (1976-2016). The task is: Predict the product of the given reaction. (1) Given the reactants [I:1][C:2]1[C:10]2[C:5](=[CH:6][CH:7]=[CH:8][CH:9]=2)[NH:4][C:3]=1[CH3:11].[H-].[Na+].[C:14]1([S:20](Cl)(=[O:22])=[O:21])[CH:19]=[CH:18][CH:17]=[CH:16][CH:15]=1.O, predict the reaction product. The product is: [I:1][C:2]1[C:10]2[C:5](=[CH:6][CH:7]=[CH:8][CH:9]=2)[N:4]([S:20]([C:14]2[CH:19]=[CH:18][CH:17]=[CH:16][CH:15]=2)(=[O:22])=[O:21])[C:3]=1[CH3:11]. (2) The product is: [F:1][C:2]1[CH:11]=[C:10]([F:12])[CH:9]=[C:8]2[C:3]=1[C:4]([C:14]1[C:22]3[C:17](=[C:18]([CH2:23][S:24]([CH3:25])=[O:37])[CH:19]=[CH:20][CH:21]=3)[NH:16][CH:15]=1)([CH3:13])[CH2:5][CH2:6][O:7]2. Given the reactants [F:1][C:2]1[CH:11]=[C:10]([F:12])[CH:9]=[C:8]2[C:3]=1[C:4]([C:14]1[C:22]3[C:17](=[C:18]([CH2:23][S:24][CH3:25])[CH:19]=[CH:20][CH:21]=3)[NH:16][CH:15]=1)([CH3:13])[CH2:5][CH2:6][O:7]2.ClCCl.ClC1C=CC=C(C(OO)=[O:37])C=1, predict the reaction product. (3) Given the reactants O.C1(C)C=CC(S(O)(=O)=O)=CC=1.COC1C=C(OC)C=CC=1C[NH:18][C:19](=[O:46])[C:20]1[CH:25]=[CH:24][C:23]([C:26]2[N:30]=[C:29]([C:31]3[CH:36]=[CH:35][C:34]([C:37]4[CH:42]=[CH:41][CH:40]=[CH:39][C:38]=4[CH3:43])=[C:33]([CH3:44])[CH:32]=3)[O:28][N:27]=2)=[CH:22][C:21]=1[F:45], predict the reaction product. The product is: [CH3:44][C:33]1[CH:32]=[C:31]([C:29]2[O:28][N:27]=[C:26]([C:23]3[CH:24]=[CH:25][C:20]([C:19]([NH2:18])=[O:46])=[C:21]([F:45])[CH:22]=3)[N:30]=2)[CH:36]=[CH:35][C:34]=1[C:37]1[CH:42]=[CH:41][CH:40]=[CH:39][C:38]=1[CH3:43]. (4) Given the reactants C(O)(C(F)(F)F)=O.[F:8][C:9]1[C:14]([O:15][CH3:16])=[CH:13][C:12]([O:17][CH3:18])=[C:11]([F:19])[C:10]=1[C:20]1[N:25]=[C:24]2[NH:26][N:27]=[C:28](I)[C:23]2=[CH:22][N:21]=1.CC1(C)C(C)(C)OB([C:38]2[CH:39]=[N:40][N:41]([CH:43]([CH3:46])[C:44]#[N:45])[CH:42]=2)O1, predict the reaction product. The product is: [F:8][C:9]1[C:14]([O:15][CH3:16])=[CH:13][C:12]([O:17][CH3:18])=[C:11]([F:19])[C:10]=1[C:20]1[N:25]=[C:24]2[NH:26][N:27]=[C:28]([C:38]3[CH:39]=[N:40][N:41]([CH:43]([CH3:46])[C:44]#[N:45])[CH:42]=3)[C:23]2=[CH:22][N:21]=1. (5) The product is: [CH:30]([C:33]1[CH:34]=[C:35]([NH:39][C:27]([C:25]2[CH:24]=[CH:23][C:21]3[N:22]=[C:18]([CH2:17][CH2:16][NH:15][S:12]([C:9]4[CH:8]=[CH:7][C:6]([CH2:1][CH2:2][CH2:3][CH2:4][CH3:5])=[CH:11][CH:10]=4)(=[O:13])=[O:14])[O:19][C:20]=3[CH:26]=2)=[O:29])[CH:36]=[CH:37][CH:38]=1)([CH3:32])[CH3:31]. Given the reactants [CH2:1]([C:6]1[CH:11]=[CH:10][C:9]([S:12]([NH:15][CH2:16][CH2:17][C:18]2[O:19][C:20]3[CH:26]=[C:25]([C:27]([OH:29])=O)[CH:24]=[CH:23][C:21]=3[N:22]=2)(=[O:14])=[O:13])=[CH:8][CH:7]=1)[CH2:2][CH2:3][CH2:4][CH3:5].[CH:30]([C:33]1[CH:34]=[C:35]([NH:39]C(C2C=CC3OC(CCNS(C4C=CC(CCCCC)=CC=4)(=O)=O)=NC=3C=2)=O)[CH:36]=[CH:37][CH:38]=1)([CH3:32])[CH3:31].C(C1C=CC(S(NCCC2OC3C=CC(C(O)=O)=CC=3N=2)(=O)=O)=CC=1)CCCC, predict the reaction product. (6) Given the reactants [C:1]([O:5][C:6]([N:8]1[CH2:13][CH2:12][C:11]([C:15](=[O:19])[CH2:16][C:17]#[N:18])([CH3:14])[CH2:10][CH2:9]1)=[O:7])([CH3:4])([CH3:3])[CH3:2].[BH4-].[Na+], predict the reaction product. The product is: [C:1]([O:5][C:6]([N:8]1[CH2:13][CH2:12][C:11]([CH:15]([OH:19])[CH2:16][C:17]#[N:18])([CH3:14])[CH2:10][CH2:9]1)=[O:7])([CH3:4])([CH3:2])[CH3:3].